This data is from Forward reaction prediction with 1.9M reactions from USPTO patents (1976-2016). The task is: Predict the product of the given reaction. (1) The product is: [CH:1]([N:4]1[CH2:9][CH2:8][CH:7]([O:10][C:11]2[CH:16]=[CH:15][C:14]([C:17]3([C:23]4[S:25][CH:26]=[CH:27][N:24]=4)[CH2:22][CH2:21][O:20][CH2:19][CH2:18]3)=[CH:13][CH:12]=2)[CH2:6][CH2:5]1)([CH3:3])[CH3:2]. Given the reactants [CH:1]([N:4]1[CH2:9][CH2:8][CH:7]([O:10][C:11]2[CH:16]=[CH:15][C:14]([C:17]3([C:23](=[S:25])[NH2:24])[CH2:22][CH2:21][O:20][CH2:19][CH2:18]3)=[CH:13][CH:12]=2)[CH2:6][CH2:5]1)([CH3:3])[CH3:2].[CH2:26](OC(OCC)CBr)[CH3:27], predict the reaction product. (2) The product is: [CH3:19][O:18][CH2:17][N:13]1[C:12]2[CH:20]=[CH:21][C:9]([CH:7]([C:4]3[S:5][CH:6]=[C:2]([C:80]4[CH:85]=[CH:84][C:83]([O:86][CH2:87][CH2:88][O:89][CH:90]5[CH2:95][CH2:94][CH2:93][CH2:92][O:91]5)=[CH:82][N:81]=4)[N:3]=3)[CH3:8])=[CH:10][C:11]=2[S:15][C:14]1=[O:16]. Given the reactants Br[C:2]1[N:3]=[C:4]([CH:7]([C:9]2[CH:21]=[CH:20][C:12]3[N:13]([CH2:17][O:18][CH3:19])[C:14](=[O:16])[S:15][C:11]=3[CH:10]=2)[CH3:8])[S:5][CH:6]=1.B1(B2OC(C)(C)C(C)(C)O2)OC(C)(C)C(C)(C)O1.C([O-])(=O)C.[K+].C1(P(C2CCCCC2)C2C=CC=CC=2C2C(C(C)C)=CC(C(C)C)=CC=2C(C)C)CCCCC1.Br[C:80]1[CH:85]=[CH:84][C:83]([O:86][CH2:87][CH2:88][O:89][CH:90]2[CH2:95][CH2:94][CH2:93][CH2:92][O:91]2)=[CH:82][N:81]=1.P([O-])([O-])([O-])=O.[K+].[K+].[K+], predict the reaction product. (3) Given the reactants [Cl:1][C:2]1[CH:3]=[C:4]2[C:10]3([CH2:14][CH2:13][NH:12][CH2:11]3)[CH2:9][N:8]([C:15]([NH:17][C:18]3[S:19][C:20]([Cl:23])=[CH:21][N:22]=3)=[O:16])[C:5]2=[CH:6][CH:7]=1.BrC1C=C2C3(CCNC3)CN([C:38](NC3SC(Cl)=CN=3)=[O:39])C2=CC=1, predict the reaction product. The product is: [Cl:1][C:2]1[CH:3]=[C:4]2[C:10]3([CH2:14][CH2:13][N:12]([CH:38]=[O:39])[CH2:11]3)[CH2:9][N:8]([C:15]([NH:17][C:18]3[S:19][C:20]([Cl:23])=[CH:21][N:22]=3)=[O:16])[C:5]2=[CH:6][CH:7]=1. (4) Given the reactants [CH3:1][O:2][C:3](=[O:14])[C:4]1[CH:9]=[CH:8][C:7](Br)=[C:6]([N+:11]([O-])=O)[CH:5]=1.[C:15]1([NH:21][C:22](=O)[CH3:23])[CH:20]=[CH:19][CH:18]=[CH:17][CH:16]=1, predict the reaction product. The product is: [CH3:1][O:2][C:3]([C:4]1[CH:9]=[CH:8][C:7]2[N:21]([C:15]3[CH:20]=[CH:19][CH:18]=[CH:17][CH:16]=3)[C:22]([CH3:23])=[N:11][C:6]=2[CH:5]=1)=[O:14]. (5) The product is: [F:30][C:24]1[CH:25]=[CH:26][CH:27]=[C:28]([F:29])[C:23]=1[NH:22][C:20](=[O:21])[C:19]1[CH:31]=[CH:32][CH:33]=[C:17]([C:9]2[N:10]=[C:11]3[CH:16]=[CH:15][CH:14]=[CH:13][N:12]3[C:8]=2[C:6]2[CH:5]=[CH:4][N:3]=[C:2]([NH:39][C:38]3[CH:40]=[CH:41][C:42]([N:44]4[CH2:49][CH2:48][N:47]([CH2:50][CH2:51][CH3:52])[CH2:46][CH2:45]4)=[CH:43][C:37]=3[O:36][CH2:34][CH3:35])[N:7]=2)[CH:18]=1. Given the reactants Cl[C:2]1[N:7]=[C:6]([C:8]2[N:12]3[CH:13]=[CH:14][CH:15]=[CH:16][C:11]3=[N:10][C:9]=2[C:17]2[CH:18]=[C:19]([CH:31]=[CH:32][CH:33]=2)[C:20]([NH:22][C:23]2[C:28]([F:29])=[CH:27][CH:26]=[CH:25][C:24]=2[F:30])=[O:21])[CH:5]=[CH:4][N:3]=1.[CH2:34]([O:36][C:37]1[CH:43]=[C:42]([N:44]2[CH2:49][CH2:48][N:47]([CH2:50][CH2:51][CH3:52])[CH2:46][CH2:45]2)[CH:41]=[CH:40][C:38]=1[NH2:39])[CH3:35].C1(C)C=CC(S(O)(=O)=O)=CC=1.C[O-].[Na+], predict the reaction product. (6) Given the reactants C(N(C(C)C)CC)(C)C.[C:10]([C:14]1[CH:15]=[C:16]([C:24](=[O:26])[CH3:25])[CH:17]=[C:18]([N+:21]([O-:23])=[O:22])[C:19]=1[OH:20])([CH3:13])([CH3:12])[CH3:11].[CH3:27][O:28][CH2:29]Cl, predict the reaction product. The product is: [C:10]([C:14]1[CH:15]=[C:16]([C:24](=[O:26])[CH3:25])[CH:17]=[C:18]([N+:21]([O-:23])=[O:22])[C:19]=1[O:20][CH2:27][O:28][CH3:29])([CH3:13])([CH3:11])[CH3:12]. (7) The product is: [C:26]([CH:28]([C:30]1[CH:31]=[C:32]([CH:36]=[CH:37][CH:38]=1)[C:33]([NH:1][C:2]1[CH:7]=[CH:6][CH:5]=[C:4]([C:8]#[C:9][C:10]2[CH:11]=[N:12][C:13]([NH:16][CH2:17][CH2:18][CH2:19][N:20]3[CH2:21][CH2:22][O:23][CH2:24][CH2:25]3)=[N:14][CH:15]=2)[CH:3]=1)=[O:34])[CH3:29])#[N:27]. Given the reactants [NH2:1][C:2]1[CH:3]=[C:4]([C:8]#[C:9][C:10]2[CH:11]=[N:12][C:13]([NH:16][CH2:17][CH2:18][CH2:19][N:20]3[CH2:25][CH2:24][O:23][CH2:22][CH2:21]3)=[N:14][CH:15]=2)[CH:5]=[CH:6][CH:7]=1.[C:26]([CH:28]([C:30]1[CH:31]=[C:32]([CH:36]=[CH:37][CH:38]=1)[C:33](O)=[O:34])[CH3:29])#[N:27], predict the reaction product. (8) Given the reactants [NH2:1][C:2]1[N:3]=[CH:4][C:5]([C:18]2[CH:47]=[CH:46][C:21]([C:22]([NH:24][CH:25]3[CH2:30][CH2:29][N:28](C(OC(C)(C)C)=O)[C@@H:27]([C:38]([O:40][CH:41]4[CH2:45][CH2:44][CH2:43][CH2:42]4)=[O:39])[CH2:26]3)=[O:23])=[CH:20][CH:19]=2)=[N:6][C:7]=1[NH:8][CH2:9][C:10]1[C:15]([Cl:16])=[CH:14][CH:13]=[CH:12][C:11]=1[Cl:17].Cl, predict the reaction product. The product is: [NH2:1][C:2]1[N:3]=[CH:4][C:5]([C:18]2[CH:19]=[CH:20][C:21]([C:22]([NH:24][CH:25]3[CH2:30][CH2:29][NH:28][C@@H:27]([C:38]([O:40][CH:41]4[CH2:42][CH2:43][CH2:44][CH2:45]4)=[O:39])[CH2:26]3)=[O:23])=[CH:46][CH:47]=2)=[N:6][C:7]=1[NH:8][CH2:9][C:10]1[C:11]([Cl:17])=[CH:12][CH:13]=[CH:14][C:15]=1[Cl:16]. (9) Given the reactants [C:1]([C:5]1[O:9][N:8]=[C:7]([NH:10][C:11]([NH:13][C:14]2[CH:19]=[CH:18][CH:17]=[C:16]([O:20][C:21]3[C:30]4[C:25](=[CH:26][C:27]([OH:31])=[CH:28][CH:29]=4)[N:24]=[CH:23][N:22]=3)[CH:15]=2)=[O:12])[CH:6]=1)([CH3:4])([CH3:3])[CH3:2].C(=O)([O-])[O-].[Cs+].[Cs+].Br[CH2:39][CH2:40][O:41][CH3:42], predict the reaction product. The product is: [C:1]([C:5]1[O:9][N:8]=[C:7]([NH:10][C:11]([NH:13][C:14]2[CH:19]=[CH:18][CH:17]=[C:16]([O:20][C:21]3[C:30]4[C:25](=[CH:26][C:27]([O:31][CH2:39][CH2:40][O:41][CH3:42])=[CH:28][CH:29]=4)[N:24]=[CH:23][N:22]=3)[CH:15]=2)=[O:12])[CH:6]=1)([CH3:4])([CH3:2])[CH3:3].